From a dataset of Peptide-MHC class I binding affinity with 185,985 pairs from IEDB/IMGT. Regression. Given a peptide amino acid sequence and an MHC pseudo amino acid sequence, predict their binding affinity value. This is MHC class I binding data. (1) The peptide sequence is RPVFARLPF. The MHC is HLA-B83:01 with pseudo-sequence HLA-B83:01. The binding affinity (normalized) is 0.573. (2) The peptide sequence is RLNKVISEL. The binding affinity (normalized) is 0.983. The MHC is HLA-A02:02 with pseudo-sequence HLA-A02:02. (3) The peptide sequence is FPAGLTYSQL. The MHC is HLA-B51:01 with pseudo-sequence HLA-B51:01. The binding affinity (normalized) is 0.166. (4) The peptide sequence is KCFGNTAVA. The MHC is H-2-Db with pseudo-sequence H-2-Db. The binding affinity (normalized) is 0.0641.